The task is: Regression. Given two drug SMILES strings and cell line genomic features, predict the synergy score measuring deviation from expected non-interaction effect.. This data is from NCI-60 drug combinations with 297,098 pairs across 59 cell lines. (1) Synergy scores: CSS=24.6, Synergy_ZIP=-0.513, Synergy_Bliss=3.79, Synergy_Loewe=-20.7, Synergy_HSA=3.61. Drug 2: CC1=C2C(C(=O)C3(C(CC4C(C3C(C(C2(C)C)(CC1OC(=O)C(C(C5=CC=CC=C5)NC(=O)OC(C)(C)C)O)O)OC(=O)C6=CC=CC=C6)(CO4)OC(=O)C)O)C)O. Cell line: OVCAR-4. Drug 1: CC1=CC2C(CCC3(C2CCC3(C(=O)C)OC(=O)C)C)C4(C1=CC(=O)CC4)C. (2) Drug 1: C1=CC=C(C=C1)NC(=O)CCCCCCC(=O)NO. Drug 2: C1CN(CCN1C(=O)CCBr)C(=O)CCBr. Cell line: BT-549. Synergy scores: CSS=8.57, Synergy_ZIP=-2.87, Synergy_Bliss=1.49, Synergy_Loewe=-0.0624, Synergy_HSA=0.582.